This data is from Rat liver microsome stability data. The task is: Regression/Classification. Given a drug SMILES string, predict its absorption, distribution, metabolism, or excretion properties. Task type varies by dataset: regression for continuous measurements (e.g., permeability, clearance, half-life) or binary classification for categorical outcomes (e.g., BBB penetration, CYP inhibition). Dataset: rlm. (1) The drug is Cc1c2c(n3c1CCCN1CCC[C@@H](C1)Nc1cc-3ccc1C(N)=O)CC(C)(C)CC2=O. The result is 1 (stable in rat liver microsomes). (2) The drug is CC(C)CN1C(=O)CN(Cc2ccc(-c3cccc(CN4CCS(=O)(=O)CC4)n3)cc2)C1=O. The result is 1 (stable in rat liver microsomes). (3) The molecule is O=C1NCc2ccc(-c3cc4c(ccn4Cc4cccnc4)c(C4=CCOCC4)n3)cc21. The result is 1 (stable in rat liver microsomes). (4) The molecule is Cc1ccc2cccc(NC(=O)c3ccc(OC(C)C)cc3)c2n1. The result is 1 (stable in rat liver microsomes). (5) The molecule is O=c1c2ccccc2nc(/C=C/c2cccnc2)n1Cc1ccccc1. The result is 1 (stable in rat liver microsomes). (6) The molecule is Oc1c(CNc2ccccn2)ccc2cccnc12. The result is 0 (unstable in rat liver microsomes).